Dataset: Reaction yield outcomes from USPTO patents with 853,638 reactions. Task: Predict the reaction yield, written as a fraction of the theoretical maximum amount of product (1.0 means a 100% yield; for example, 0.34 means a 34% yield). (1) The reactants are [C:1]1([NH:7][C:8]2[S:9][C:10]([C:20](O)=[O:21])=[C:11]3[CH2:19][CH2:18][C:14]4[CH:15]=[N:16][O:17][C:13]=4[C:12]=23)[CH:6]=[CH:5][CH:4]=[CH:3][CH:2]=1.C(Cl)(=O)C(Cl)=O.[NH:29]1[CH2:34][CH2:33][O:32][CH2:31][CH2:30]1.C(O)(=O)CC(CC(O)=O)(C(O)=O)O. The catalyst is C1COCC1.CN(C=O)C. The product is [O:32]1[CH2:33][CH2:34][N:29]([C:20]([C:10]2[S:9][C:8]([NH:7][C:1]3[CH:6]=[CH:5][CH:4]=[CH:3][CH:2]=3)=[C:12]3[C:13]4[O:17][N:16]=[CH:15][C:14]=4[CH2:18][CH2:19][C:11]=23)=[O:21])[CH2:30][CH2:31]1. The yield is 0.680. (2) The yield is 0.640. The product is [CH3:11][O:12][C:13]1[CH:20]=[CH:19][CH:18]=[C:15]([CH:16]=[CH:2][CH2:3][CH2:4][CH2:5][CH2:6][CH2:7][CH2:8][CH3:9])[CH:14]=1. The catalyst is C(OCC)C. The reactants are Br[CH2:2][CH2:3][CH2:4][CH2:5][CH2:6][CH2:7][CH2:8][CH2:9]C.[CH3:11][O:12][C:13]1[CH:14]=[C:15]([CH:18]=[CH:19][CH:20]=1)[CH:16]=O.[NH4+].[Cl-].Cl. (3) The reactants are [N+:1]([C:4]1[CH:11]=[CH:10][CH:9]=[CH:8][C:5]=1[CH:6]=O)([O-:3])=[O:2].[NH2:12][CH:13]1[CH2:18][CH2:17][N:16]([CH2:19][C:20]2[CH:25]=[CH:24][CH:23]=[CH:22][CH:21]=2)[CH2:15][CH2:14]1.[BH4-].[Na+].[Cl-].[NH4+]. The catalyst is C(O)C. The product is [CH2:19]([N:16]1[CH2:17][CH2:18][CH:13]([NH:12][CH2:6][C:5]2[CH:8]=[CH:9][CH:10]=[CH:11][C:4]=2[N+:1]([O-:3])=[O:2])[CH2:14][CH2:15]1)[C:20]1[CH:21]=[CH:22][CH:23]=[CH:24][CH:25]=1. The yield is 0.700. (4) The reactants are [CH3:1][O:2][C:3](/[CH:5]=[CH:6]/[C:7]([O:9][CH2:10][C:11]([OH:13])=O)=[O:8])=[O:4].Cl.CN(C)CCCN=C=NCC.Cl.[CH2:27]([O:29][CH2:30][CH2:31][NH:32][CH2:33][CH2:34][O:35][CH2:36][CH3:37])[CH3:28].C(N(C(C)C)CC)(C)C. The catalyst is ClCCl. The product is [C:7]([O:9][CH2:10][C:11](=[O:13])[N:32]([CH2:33][CH2:34][O:35][CH2:36][CH3:37])[CH2:31][CH2:30][O:29][CH2:27][CH3:28])(=[O:8])/[CH:6]=[CH:5]/[C:3]([O:2][CH3:1])=[O:4]. The yield is 0.150. (5) The reactants are [H-].[Al+3].[Li+].[H-].[H-].[H-].C([O:9][C:10]([C:12]1[N:13]([CH2:25][CH2:26][NH:27][C:28]([O:30][C:31]([CH3:34])([CH3:33])[CH3:32])=[O:29])[N:14]=[C:15]([CH2:17][O:18][C:19]2[CH:24]=[CH:23][CH:22]=[CH:21][CH:20]=2)[CH:16]=1)=O)C. The catalyst is C1COCC1.CCOC(C)=O. The product is [C:31]([O:30][C:28](=[O:29])[NH:27][CH2:26][CH2:25][N:13]1[C:12]([CH2:10][OH:9])=[CH:16][C:15]([CH2:17][O:18][C:19]2[CH:20]=[CH:21][CH:22]=[CH:23][CH:24]=2)=[N:14]1)([CH3:34])([CH3:32])[CH3:33]. The yield is 0.760. (6) The reactants are [CH2:1]([O:3][C:4]([C:6]1[S:18][C:17]2[C:8](=[C:9]3[C:14](=[CH:15][CH:16]=2)[N:13]=[CH:12][CH:11]=[CH:10]3)[C:7]=1Br)=[O:5])[CH3:2].[NH2:20][CH2:21][C@H:22]([NH:24][C:25](=[O:31])[O:26][C:27]([CH3:30])([CH3:29])[CH3:28])[CH3:23].C(=O)([O-])[O-].[Cs+].[Cs+].C1C=CC(P(C2C(C3C(P(C4C=CC=CC=4)C4C=CC=CC=4)=CC=C4C=3C=CC=C4)=C3C(C=CC=C3)=CC=2)C2C=CC=CC=2)=CC=1. The catalyst is C1(C)C=CC=CC=1.C1C=CC(/C=C/C(/C=C/C2C=CC=CC=2)=O)=CC=1.C1C=CC(/C=C/C(/C=C/C2C=CC=CC=2)=O)=CC=1.C1C=CC(/C=C/C(/C=C/C2C=CC=CC=2)=O)=CC=1.[Pd].[Pd]. The product is [C:27]([O:26][C:25]([NH:24][C@H:22]([CH3:23])[CH2:21][NH:20][C:7]1[C:8]2=[C:9]3[C:14](=[CH:15][CH:16]=[C:17]2[S:18][C:6]=1[C:4]([O:3][CH2:1][CH3:2])=[O:5])[N:13]=[CH:12][CH:11]=[CH:10]3)=[O:31])([CH3:30])([CH3:29])[CH3:28]. The yield is 0.390. (7) The reactants are CC1(C)CCCC(C)(C)N1[Mg]Cl.[Cl-].[Li+].[N:15]1[CH:20]=[CH:19][C:18]([C:21]2[S:25][C:24]([C:26]([O:28][CH2:29][CH3:30])=[O:27])=[CH:23][CH:22]=2)=[CH:17][CH:16]=1.[CH:31]1[C:40]2[C:35](=[CH:36][CH:37]=[CH:38][CH:39]=2)[CH:34]=[CH:33][C:32]=1[CH:41]=[O:42]. The catalyst is C1COCC1.ClCCl. The product is [OH:42][CH:41]([C:32]1[CH:33]=[CH:34][C:35]2[C:40](=[CH:39][CH:38]=[CH:37][CH:36]=2)[CH:31]=1)[C:23]1[CH:22]=[C:21]([C:18]2[CH:17]=[CH:16][N:15]=[CH:20][CH:19]=2)[S:25][C:24]=1[C:26]([O:28][CH2:29][CH3:30])=[O:27]. The yield is 0.490. (8) The reactants are [F:1][CH:2]([F:26])[O:3][C:4]1[C:5]([O:22]COC)=[C:6]([C:12]2[CH:13]=[C:14]3[C:18](=[CH:19][CH:20]=2)[C:17](=[O:21])[O:16][CH2:15]3)[CH:7]=[CH:8][C:9]=1[O:10][CH3:11].Cl. The catalyst is CO. The product is [F:26][CH:2]([F:1])[O:3][C:4]1[C:5]([OH:22])=[C:6]([C:12]2[CH:13]=[C:14]3[C:18](=[CH:19][CH:20]=2)[C:17](=[O:21])[O:16][CH2:15]3)[CH:7]=[CH:8][C:9]=1[O:10][CH3:11]. The yield is 0.680. (9) The reactants are [CH3:1][C:2]1[O:6][N:5]=[C:4]([C:7]2[CH:12]=[CH:11][CH:10]=[CH:9][CH:8]=2)[C:3]=1[C:13]1[N:14]=[C:15]2[CH:20]=[C:19]([NH2:21])[CH:18]=[CH:17][N:16]2[CH:22]=1.[N:23]1[CH:28]=[CH:27][CH:26]=[C:25]([CH2:29][C:30](O)=[O:31])[CH:24]=1.C(N(CC)C(C)C)(C)C.[Cl-].[Na+].O.O. The catalyst is CN(C=O)C. The product is [CH3:1][C:2]1[O:6][N:5]=[C:4]([C:7]2[CH:8]=[CH:9][CH:10]=[CH:11][CH:12]=2)[C:3]=1[C:13]1[N:14]=[C:15]2[CH:20]=[C:19]([NH:21][C:30](=[O:31])[CH2:29][C:25]3[CH:24]=[N:23][CH:28]=[CH:27][CH:26]=3)[CH:18]=[CH:17][N:16]2[CH:22]=1. The yield is 0.0400. (10) The reactants are [C:1](#[N:5])[CH2:2][C:3]#[N:4].Br[CH2:7][CH2:8][O:9][CH2:10][CH2:11]Br.CC([O-])(C)C.[K+]. The catalyst is CS(C)=O.CCCC[N+](CCCC)(CCCC)CCCC.[Br-].C(Cl)Cl. The product is [O:9]1[CH2:10][CH2:11][C:2]([C:1]#[N:5])([C:3]#[N:4])[CH2:7][CH2:8]1. The yield is 0.240.